This data is from Catalyst prediction with 721,799 reactions and 888 catalyst types from USPTO. The task is: Predict which catalyst facilitates the given reaction. (1) Reactant: CC1(C)CCCC(C)(C)N1.C([Li])CCC.[CH3:16][O:17][C:18]1[N:26]=[C:25]([C:27]([F:30])([F:29])[F:28])[CH:24]=[CH:23][C:19]=1[C:20]([OH:22])=[O:21].[Cl:31]C(Cl)(Cl)C(Cl)(Cl)Cl. Product: [Cl:31][C:23]1[C:19]([C:20]([OH:22])=[O:21])=[C:18]([O:17][CH3:16])[N:26]=[C:25]([C:27]([F:30])([F:28])[F:29])[CH:24]=1. The catalyst class is: 375. (2) Reactant: [CH3:1][CH:2]1[CH2:6][NH:5][CH2:4][CH:3]1[C:7]([OH:9])=[O:8].[CH2:10]([O:16][C:17]1[CH:24]=[CH:23][C:20]([CH:21]=O)=[CH:19][CH:18]=1)[CH2:11][CH2:12][CH2:13][CH2:14][CH3:15].CO.C([BH3-])#N. Product: [CH2:10]([O:16][C:17]1[CH:24]=[CH:23][C:20]([CH2:21][N:5]2[CH2:6][CH:2]([CH3:1])[CH:3]([C:7]([OH:9])=[O:8])[CH2:4]2)=[CH:19][CH:18]=1)[CH2:11][CH2:12][CH2:13][CH2:14][CH3:15]. The catalyst class is: 2. (3) Reactant: [C:1]([O:4][CH:5]1[CH:12]2[CH:8]([O:9][CH2:10][CH2:11]2)[O:7][CH2:6]1)(=[O:3])[CH3:2].[OH-].[Na+]. Product: [C:1]([O:4][C@@H:5]1[C@H:12]2[C@H:8]([O:9][CH2:10][CH2:11]2)[O:7][CH2:6]1)(=[O:3])[CH3:2]. The catalyst class is: 2. (4) The catalyst class is: 2. Product: [F:33][C:30]([F:31])([F:32])[C:28]1[CH:29]=[C:25]([C:24]([F:23])([F:34])[F:35])[N:26]([CH2:2][C:3]2[CH:4]=[C:5]3[C:9](=[CH:10][CH:11]=2)[CH2:8][C@@H:7]([NH:12][S:13]([CH:16]([CH3:18])[CH3:17])(=[O:15])=[O:14])[CH2:6]3)[N:27]=1. Reactant: O[CH2:2][C:3]1[CH:4]=[C:5]2[C:9](=[CH:10][CH:11]=1)[CH2:8][C@@H:7]([NH:12][S:13]([CH:16]([CH3:18])[CH3:17])(=[O:15])=[O:14])[CH2:6]2.S(Cl)(Cl)=O.[F:23][C:24]([F:35])([F:34])[C:25]1[CH:29]=[C:28]([C:30]([F:33])([F:32])[F:31])[NH:27][N:26]=1.C(=O)([O-])[O-].[K+].[K+]. (5) Reactant: [O:1]=[C:2]1[C:6]([C:7]2[CH:12]=[CH:11][C:10]([C:13]([F:16])([F:15])[F:14])=[CH:9][CH:8]=2)=[N:5][C:4]2([CH2:21][CH2:20][CH2:19][CH2:18][CH2:17]2)[N:3]1[CH2:22][C:23]([OH:25])=O.C(Cl)(=O)C([Cl:29])=O. Product: [O:1]=[C:2]1[C:6]([C:7]2[CH:12]=[CH:11][C:10]([C:13]([F:16])([F:15])[F:14])=[CH:9][CH:8]=2)=[N:5][C:4]2([CH2:21][CH2:20][CH2:19][CH2:18][CH2:17]2)[N:3]1[CH2:22][C:23]([Cl:29])=[O:25]. The catalyst class is: 59.